Predict the product of the given reaction. From a dataset of Forward reaction prediction with 1.9M reactions from USPTO patents (1976-2016). (1) Given the reactants [N:1]1([CH2:6][CH2:7][O:8][C:9]2[CH:14]=[CH:13][C:12]([NH:15][CH2:16][C:17]3[CH:22]=[CH:21][C:20]([O:23][CH:24]4[CH2:29][CH2:28][CH2:27][CH2:26][O:25]4)=[CH:19][CH:18]=3)=[CH:11][CH:10]=2)[CH2:5][CH2:4][CH2:3][CH2:2]1.C(N(CC)CC)C.[CH:37]1([C:43](Cl)=[O:44])[CH2:42][CH2:41][CH2:40][CH2:39][CH2:38]1, predict the reaction product. The product is: [N:1]1([CH2:6][CH2:7][O:8][C:9]2[CH:10]=[CH:11][C:12]([N:15]([CH2:16][C:17]3[CH:22]=[CH:21][C:20]([O:23][CH:24]4[CH2:29][CH2:28][CH2:27][CH2:26][O:25]4)=[CH:19][CH:18]=3)[C:43]([CH:37]3[CH2:42][CH2:41][CH2:40][CH2:39][CH2:38]3)=[O:44])=[CH:13][CH:14]=2)[CH2:2][CH2:3][CH2:4][CH2:5]1. (2) Given the reactants [Cl:1][C:2]1[N:7]=[CH:6][C:5]([C:8]2([C:14]([OH:16])=O)[CH2:13][CH2:12][O:11][CH2:10][CH2:9]2)=[CH:4][CH:3]=1.[CH:17]([N:20](CC)C(C)C)(C)C.Cl.CN.C(=O)([O-])O.[Na+], predict the reaction product. The product is: [Cl:1][C:2]1[N:7]=[CH:6][C:5]([C:8]2([C:14]([NH:20][CH3:17])=[O:16])[CH2:13][CH2:12][O:11][CH2:10][CH2:9]2)=[CH:4][CH:3]=1. (3) Given the reactants [C:1]([O:5][C:6](=[O:20])[C:7]([CH3:19])([S:9][C:10]1[CH:18]=[CH:17][C:13]([C:14]([OH:16])=[O:15])=[CH:12][CH:11]=1)[CH3:8])([CH3:4])([CH3:3])[CH3:2].O[CH2:22][C:23]1[NH:27][C:26](=[O:28])[N:25]([CH2:29][C:30]2[CH:35]=[CH:34][C:33]([CH3:36])=[CH:32][CH:31]=2)[N:24]=1.Cl.CN(C)CCCN=C=NCC, predict the reaction product. The product is: [C:1]([O:5][C:6](=[O:20])[C:7]([CH3:8])([S:9][C:10]1[CH:11]=[CH:12][C:13]([C:14]([O:16][CH2:22][C:23]2[NH:27][C:26](=[O:28])[N:25]([CH2:29][C:30]3[CH:35]=[CH:34][C:33]([CH3:36])=[CH:32][CH:31]=3)[N:24]=2)=[O:15])=[CH:17][CH:18]=1)[CH3:19])([CH3:2])([CH3:3])[CH3:4]. (4) Given the reactants ON1C2C=CC=CC=2N=N1.[C:11]1([CH2:17][CH2:18][NH2:19])[CH:16]=[CH:15][CH:14]=[CH:13][CH:12]=1.CN1CCOCC1.Cl.[CH3:28][N:29]([CH3:46])[C:30]1([C:40]2[CH:45]=[CH:44][CH:43]=[CH:42][CH:41]=2)[CH2:35][CH2:34][CH:33]([CH2:36][C:37]([OH:39])=O)[CH2:32][CH2:31]1.C1(N=C=NC2CCCCC2)CCCCC1.[OH-].[Na+], predict the reaction product. The product is: [CH3:46][N:29]([CH3:28])[C:30]1([C:40]2[CH:45]=[CH:44][CH:43]=[CH:42][CH:41]=2)[CH2:31][CH2:32][CH:33]([CH2:36][C:37]([NH:19][CH2:18][CH2:17][C:11]2[CH:16]=[CH:15][CH:14]=[CH:13][CH:12]=2)=[O:39])[CH2:34][CH2:35]1. (5) Given the reactants [CH:1]1([C:4]2[N:8]([CH2:9][C:10]([O:12][CH2:13][CH3:14])=[O:11])[C:7]([CH3:15])=[C:6]([CH2:16][C:17]3[CH:22]=[CH:21][CH:20]=[CH:19][C:18]=3[S:23]([N:26]3[CH2:30][CH2:29][CH2:28][CH2:27]3)(=[O:25])=[O:24])[CH:5]=2)[CH2:3][CH2:2]1.ClS([N:35]=[C:36]=O)(=O)=O.CN(C)C=O, predict the reaction product. The product is: [C:36]([C:5]1[C:6]([CH2:16][C:17]2[CH:22]=[CH:21][CH:20]=[CH:19][C:18]=2[S:23]([N:26]2[CH2:27][CH2:28][CH2:29][CH2:30]2)(=[O:24])=[O:25])=[C:7]([CH3:15])[N:8]([CH2:9][C:10]([O:12][CH2:13][CH3:14])=[O:11])[C:4]=1[CH:1]1[CH2:3][CH2:2]1)#[N:35]. (6) Given the reactants [NH2:1][C:2]1[S:6][C:5]2[CH:7]=[C:8]([F:11])[CH:9]=[CH:10][C:4]=2[C:3]=1[C:12]#[N:13].F[C:15]1[CH:20]=[CH:19][CH:18]=[CH:17][C:16]=1[N+:21]([O-:23])=[O:22].[H-].[Na+], predict the reaction product. The product is: [F:11][C:8]1[CH:9]=[CH:10][C:4]2[C:3]([C:12]#[N:13])=[C:2]([NH:1][C:15]3[CH:20]=[CH:19][CH:18]=[CH:17][C:16]=3[N+:21]([O-:23])=[O:22])[S:6][C:5]=2[CH:7]=1. (7) Given the reactants [I-].[F:2][C:3]1([F:27])[O:7][C:6]2[CH:8]=[CH:9][C:10]([N:12]3[CH2:16][C:15](=[CH2:17])[S:14]/[C:13]/3=[N:18]\[C:19](N3C=C[N+](C)=C3)=[O:20])=[CH:11][C:5]=2[O:4]1.[CH3:28][CH:29]1[CH2:33][CH2:32][CH2:31][NH:30]1.CCN(C(C)C)C(C)C, predict the reaction product. The product is: [F:27][C:3]1([F:2])[O:7][C:6]2[CH:8]=[CH:9][C:10]([N:12]3[CH2:16][C:15](=[CH2:17])[S:14]/[C:13]/3=[N:18]\[C:19]([N:30]3[CH2:31][CH2:32][CH2:33][CH:29]3[CH3:28])=[O:20])=[CH:11][C:5]=2[O:4]1. (8) Given the reactants [Cl:1][C:2]1[CH:3]=[N:4][N:5]([CH3:18])[C:6]=1[C:7]1[CH:8]=[C:9]([C:15]([OH:17])=O)[S:10][C:11]=1[CH2:12][CH2:13][CH3:14].[NH2:19][C@@H:20]([CH2:33][C:34]1[CH:39]=[CH:38][CH:37]=[CH:36][C:35]=1[C:40]([F:43])([F:42])[F:41])[CH2:21][N:22]1[C:30](=[O:31])[C:29]2[C:24](=[CH:25][CH:26]=[CH:27][CH:28]=2)[C:23]1=[O:32].C(N(C(C)C)CC)(C)C.F[P-](F)(F)(F)(F)F.Br[P+](N1CCCC1)(N1CCCC1)N1CCCC1, predict the reaction product. The product is: [Cl:1][C:2]1[CH:3]=[N:4][N:5]([CH3:18])[C:6]=1[C:7]1[CH:8]=[C:9]([C:15]([NH:19][C@@H:20]([CH2:33][C:34]2[CH:39]=[CH:38][CH:37]=[CH:36][C:35]=2[C:40]([F:43])([F:41])[F:42])[CH2:21][N:22]2[C:30](=[O:31])[C:29]3[C:24](=[CH:25][CH:26]=[CH:27][CH:28]=3)[C:23]2=[O:32])=[O:17])[S:10][C:11]=1[CH2:12][CH2:13][CH3:14]. (9) Given the reactants [OH:1][C:2]1[CH:3]=[C:4]2[C:8](=[CH:9][CH:10]=1)[N:7]1[CH2:11][CH2:12][CH2:13][CH:14]([CH2:15][C:16]([O:18][CH2:19][CH3:20])=[O:17])[C:6]1=[CH:5]2.C(=O)([O-])[O-].[Cs+].[Cs+].Cl[CH2:28][C:29]1[CH:34]=[CH:33][C:32]([CH:35]2[CH2:39][CH2:38][CH2:37][CH2:36]2)=[C:31]([C:40]([F:43])([F:42])[F:41])[CH:30]=1, predict the reaction product. The product is: [CH:35]1([C:32]2[CH:33]=[CH:34][C:29]([CH2:28][O:1][C:2]3[CH:3]=[C:4]4[C:8](=[CH:9][CH:10]=3)[N:7]3[CH2:11][CH2:12][CH2:13][CH:14]([CH2:15][C:16]([O:18][CH2:19][CH3:20])=[O:17])[C:6]3=[CH:5]4)=[CH:30][C:31]=2[C:40]([F:41])([F:42])[F:43])[CH2:36][CH2:37][CH2:38][CH2:39]1.